Dataset: NCI-60 drug combinations with 297,098 pairs across 59 cell lines. Task: Regression. Given two drug SMILES strings and cell line genomic features, predict the synergy score measuring deviation from expected non-interaction effect. (1) Drug 1: C1=CC(=CC=C1CCC2=CNC3=C2C(=O)NC(=N3)N)C(=O)NC(CCC(=O)O)C(=O)O. Drug 2: CC1CCC2CC(C(=CC=CC=CC(CC(C(=O)C(C(C(=CC(C(=O)CC(OC(=O)C3CCCCN3C(=O)C(=O)C1(O2)O)C(C)CC4CCC(C(C4)OC)O)C)C)O)OC)C)C)C)OC. Cell line: SNB-19. Synergy scores: CSS=35.8, Synergy_ZIP=-16.0, Synergy_Bliss=-8.76, Synergy_Loewe=-3.25, Synergy_HSA=-1.65. (2) Drug 1: CCCCC(=O)OCC(=O)C1(CC(C2=C(C1)C(=C3C(=C2O)C(=O)C4=C(C3=O)C=CC=C4OC)O)OC5CC(C(C(O5)C)O)NC(=O)C(F)(F)F)O. Drug 2: CN1C2=C(C=C(C=C2)N(CCCl)CCCl)N=C1CCCC(=O)O.Cl. Cell line: CCRF-CEM. Synergy scores: CSS=31.6, Synergy_ZIP=1.39, Synergy_Bliss=0.365, Synergy_Loewe=-3.94, Synergy_HSA=-4.56. (3) Drug 1: CCCS(=O)(=O)NC1=C(C(=C(C=C1)F)C(=O)C2=CNC3=C2C=C(C=N3)C4=CC=C(C=C4)Cl)F. Drug 2: C1CCC(CC1)NC(=O)N(CCCl)N=O. Cell line: UO-31. Synergy scores: CSS=17.4, Synergy_ZIP=-2.54, Synergy_Bliss=3.24, Synergy_Loewe=4.76, Synergy_HSA=4.79. (4) Drug 1: CCC1=C2CN3C(=CC4=C(C3=O)COC(=O)C4(CC)O)C2=NC5=C1C=C(C=C5)O. Drug 2: CC1CCCC2(C(O2)CC(NC(=O)CC(C(C(=O)C(C1O)C)(C)C)O)C(=CC3=CSC(=N3)C)C)C. Cell line: PC-3. Synergy scores: CSS=37.4, Synergy_ZIP=-5.27, Synergy_Bliss=-9.82, Synergy_Loewe=-5.79, Synergy_HSA=-5.64.